Dataset: Full USPTO retrosynthesis dataset with 1.9M reactions from patents (1976-2016). Task: Predict the reactants needed to synthesize the given product. (1) Given the product [C:1]([N:5]1[C:9]([C:10]2[CH:15]=[CH:14][C:13]([CH3:16])=[CH:12][CH:11]=2)=[CH:8][C:7]([CH2:17][CH2:18][CH2:19][N:32]2[CH2:31][CH2:30][N:29]([C:24]3[CH:25]=[CH:26][C:27]([Cl:28])=[C:22]([Cl:21])[CH:23]=3)[CH2:34][CH2:33]2)=[N:6]1)([CH3:4])([CH3:3])[CH3:2], predict the reactants needed to synthesize it. The reactants are: [C:1]([N:5]1[C:9]([C:10]2[CH:15]=[CH:14][C:13]([CH3:16])=[CH:12][CH:11]=2)=[CH:8][C:7]([CH2:17][CH2:18][CH:19]=O)=[N:6]1)([CH3:4])([CH3:3])[CH3:2].[Cl:21][C:22]1[CH:23]=[C:24]([N:29]2[CH2:34][CH2:33][NH:32][CH2:31][CH2:30]2)[CH:25]=[CH:26][C:27]=1[Cl:28].CCN(C(C)C)C(C)C.[BH-](OC(C)=O)(OC(C)=O)OC(C)=O.[Na+]. (2) Given the product [CH2:25]([O:22][C:11]1[N:10]=[C:9]([Cl:8])[C:18]2[C:13]([CH:12]=1)=[CH:14][C:15]([O:20][CH3:21])=[C:16]([F:19])[CH:17]=2)[CH:24]=[CH2:23], predict the reactants needed to synthesize it. The reactants are: CN(C=O)C.[H-].[Na+].[Cl:8][C:9]1[C:18]2[C:13](=[CH:14][C:15]([O:20][CH3:21])=[C:16]([F:19])[CH:17]=2)[CH:12]=[C:11]([OH:22])[N:10]=1.[CH2:23](Br)[CH:24]=[CH2:25]. (3) Given the product [CH3:10][CH:9]([OH:3])[CH2:8][OH:14].[CH3:16][C:15]([OH:18])=[O:17].[CH3:11][OH:12].[CH2:6]([C:5]([OH:4])=[O:7])[CH2:10][C:11]([OH:13])=[O:12], predict the reactants needed to synthesize it. The reactants are: C([O:4][C:5](=[O:7])[CH3:6])(=[O:3])C.[C:8]1(=[O:14])[O:13][C:11](=[O:12])[CH2:10][CH2:9]1.[C:15]([O-:18])(=[O:17])[CH3:16].[Na+].O. (4) Given the product [ClH:26].[NH2:48][C:46]([C@@H:41]([NH:40][C:27]([N:11]1[C:12]2[CH:17]=[CH:16][CH:15]=[CH:14][C:13]=2[N:9]([CH2:8][CH2:7][N:1]2[CH2:6][CH2:5][O:4][CH2:3][CH2:2]2)[C:10]1=[O:18])=[O:28])[C@@H:42]([CH3:43])[CH2:44][CH3:45])=[O:47], predict the reactants needed to synthesize it. The reactants are: [N:1]1([CH2:7][CH2:8][N:9]2[C:13]3[CH:14]=[CH:15][CH:16]=[CH:17][C:12]=3[NH:11][C:10]2=[O:18])[CH2:6][CH2:5][O:4][CH2:3][CH2:2]1.C(N(CC)CC)C.[Cl:26][C:27](OC1C=CC([N+]([O-])=O)=CC=1)=[O:28].Cl.[NH2:40][C@H:41]([C:46]([NH2:48])=[O:47])[C@H:42]([CH2:44][CH3:45])[CH3:43]. (5) The reactants are: [CH3:1][O:2][CH2:3][CH2:4][O:5]C.C(O)CO.[Na].ClC1[N:18]=[CH:17][N:16]=[C:15]([NH:19][S:20]([CH:23]=[CH:24][C:25]2[CH:30]=[CH:29][CH:28]=[CH:27][CH:26]=2)(=[O:22])=[O:21])[C:14]=1[C:31]1[CH:36]=[CH:35][C:34]([CH3:37])=[CH:33][CH:32]=1. Given the product [OH:5][CH2:4][CH2:3][O:2][C:1]1[N:18]=[CH:17][N:16]=[C:15]([NH:19][S:20]([CH:23]=[CH:24][C:25]2[CH:30]=[CH:29][CH:28]=[CH:27][CH:26]=2)(=[O:22])=[O:21])[C:14]=1[C:31]1[CH:32]=[CH:33][C:34]([CH3:37])=[CH:35][CH:36]=1, predict the reactants needed to synthesize it. (6) Given the product [F:3][C:4]1[CH:5]=[CH:6][C:7]([O:44][CH3:45])=[C:8]([C:10]2[CH:15]=[CH:14][N:13]=[C:12]3[NH:16][C:17]([C:19]4[CH2:26][CH:25]5[N:27]([C:28]([O:30][C:31]([CH3:32])([CH3:33])[CH3:34])=[O:29])[CH:21]([CH2:22][O:23][CH2:24]5)[CH:20]=4)=[CH:18][C:11]=23)[CH:9]=1, predict the reactants needed to synthesize it. The reactants are: [OH-].[Na+].[F:3][C:4]1[CH:5]=[CH:6][C:7]([O:44][CH3:45])=[C:8]([C:10]2[CH:15]=[CH:14][N:13]=[C:12]3[N:16](S(C4C=CC=CC=4)(=O)=O)[C:17]([C:19]4[CH2:26][CH:25]5[N:27]([C:28]([O:30][C:31]([CH3:34])([CH3:33])[CH3:32])=[O:29])[CH:21]([CH2:22][O:23][CH2:24]5)[CH:20]=4)=[CH:18][C:11]=23)[CH:9]=1. (7) Given the product [Cl:26][C:5]1[CH:6]=[C:7]([C:8]([NH:10][C@H:11]([C:13]2[CH:14]=[CH:15][C:16]([C:17]([OH:19])=[O:18])=[CH:24][CH:25]=2)[CH3:12])=[O:9])[C:2]([O:36][C:31]2[CH:32]=[C:33]([CH3:35])[CH:34]=[C:29]([O:28][CH3:27])[CH:30]=2)=[N:3][CH:4]=1, predict the reactants needed to synthesize it. The reactants are: Cl[C:2]1[C:7]([C:8]([NH:10][C@H:11]([C:13]2[CH:25]=[CH:24][C:16]([C:17]([O:19]C(C)(C)C)=[O:18])=[CH:15][CH:14]=2)[CH3:12])=[O:9])=[CH:6][C:5]([Cl:26])=[CH:4][N:3]=1.[CH3:27][O:28][C:29]1[CH:30]=[C:31]([OH:36])[CH:32]=[C:33]([CH3:35])[CH:34]=1. (8) Given the product [CH3:25][O:26][C:18]1[CH:19]=[C:20]([CH:21]=[CH:22][CH:23]=1)[O:24][C:2]1[CH:11]=[CH:10][N:9]=[C:8]2[C:3]=1[C:4]1[CH:16]=[CH:15][CH:14]=[CH:13][C:5]=1[C:6](=[O:12])[NH:7]2, predict the reactants needed to synthesize it. The reactants are: Cl[C:2]1[CH:11]=[CH:10][N:9]=[C:8]2[C:3]=1[C:4]1[CH:16]=[CH:15][CH:14]=[CH:13][C:5]=1[C:6](=[O:12])[NH:7]2.F[C:18]1[CH:19]=[C:20]([OH:24])[CH:21]=[CH:22][CH:23]=1.[C:25](=O)([O-])[O-:26].[K+].[K+]. (9) Given the product [NH2:2][C:3]1[N:8]=[CH:7][C:6]([C:9]2[CH:14]=[C:13]([F:15])[C:12]([CH:16]([O:30][CH2:31][CH3:32])[C:17]([NH:19][CH2:20][C:21]3[CH:26]=[CH:25][C:24]([C:27](=[NH:28])[NH:29][OH:36])=[CH:23][CH:22]=3)=[O:18])=[C:11]([F:33])[CH:10]=2)=[CH:5][CH:4]=1, predict the reactants needed to synthesize it. The reactants are: Cl.[NH2:2][C:3]1[N:8]=[CH:7][C:6]([C:9]2[CH:14]=[C:13]([F:15])[C:12]([CH:16]([O:30][CH2:31][CH3:32])[C:17]([NH:19][CH2:20][C:21]3[CH:26]=[CH:25][C:24]([C:27](=[NH:29])[NH2:28])=[CH:23][CH:22]=3)=[O:18])=[C:11]([F:33])[CH:10]=2)=[CH:5][CH:4]=1.Cl.N[OH:36].C(N(CC)CC)C.